The task is: Predict the reaction yield, written as a fraction of the theoretical maximum amount of product (1.0 means a 100% yield; for example, 0.34 means a 34% yield).. This data is from Reaction yield outcomes from USPTO patents with 853,638 reactions. The reactants are C(Cl)(=O)C(Cl)=O.[C:7]([CH2:9][C:10]1[CH:31]=[CH:30][C:13]([CH2:14][C:15]2([CH2:28][OH:29])[CH2:20][CH2:19][N:18]([C:21]([O:23][C:24]([CH3:27])([CH3:26])[CH3:25])=[O:22])[CH2:17][CH2:16]2)=[CH:12][CH:11]=1)#[N:8].C(N(CC)C(C)C)(C)C.Cl. The catalyst is C(Cl)Cl.CS(C)=O. The product is [C:7]([CH2:9][C:10]1[CH:11]=[CH:12][C:13]([CH2:14][C:15]2([CH:28]=[O:29])[CH2:16][CH2:17][N:18]([C:21]([O:23][C:24]([CH3:25])([CH3:26])[CH3:27])=[O:22])[CH2:19][CH2:20]2)=[CH:30][CH:31]=1)#[N:8]. The yield is 0.840.